Dataset: Full USPTO retrosynthesis dataset with 1.9M reactions from patents (1976-2016). Task: Predict the reactants needed to synthesize the given product. (1) Given the product [OH:2][C:3]1[CH:12]=[CH:11][C:10]2[NH:9][C:8](=[O:13])[C:7]3[S:14][CH:15]=[CH:16][C:6]=3[C:5]=2[C:4]=1[C:17]1[CH:18]=[CH:19][C:20]([NH:23][S:24]([CH3:27])(=[O:26])=[O:25])=[CH:21][CH:22]=1, predict the reactants needed to synthesize it. The reactants are: C[O:2][C:3]1[CH:12]=[CH:11][C:10]2[NH:9][C:8](=[O:13])[C:7]3[S:14][CH:15]=[CH:16][C:6]=3[C:5]=2[C:4]=1[C:17]1[CH:22]=[CH:21][C:20]([NH:23][S:24]([CH3:27])(=[O:26])=[O:25])=[CH:19][CH:18]=1.BrB(Br)Br. (2) Given the product [N+:10]([C:9]1[C:5]2[CH:4]=[N:3][CH:2]=[N:1][C:6]=2[NH:7][CH:8]=1)([O-:12])=[O:11], predict the reactants needed to synthesize it. The reactants are: [N:1]1[C:6]2[NH:7][CH:8]=[CH:9][C:5]=2[CH:4]=[N:3][CH:2]=1.[N+:10]([O-])([OH:12])=[O:11].C(=O)(O)[O-].[Na+]. (3) Given the product [CH3:1][O:2][C:3](=[O:13])[C:4]1[CH:9]=[C:8]([F:10])[C:7]([S:15][CH3:14])=[CH:6][C:5]=1[F:12], predict the reactants needed to synthesize it. The reactants are: [CH3:1][O:2][C:3](=[O:13])[C:4]1[CH:9]=[C:8]([F:10])[C:7](F)=[CH:6][C:5]=1[F:12].[CH3:14][S-:15].[Na+].O. (4) The reactants are: [CH3:1][CH:2]1[CH2:6][CH2:5][NH:4][C:3]1=[O:7].C(N(CC)CC)C.CN(C1C=CC=CN=1)C.[Si:24](Cl)([C:27]([CH3:30])([CH3:29])[CH3:28])([CH3:26])[CH3:25]. Given the product [CH3:28][C:27]([Si:24]([CH3:26])([CH3:25])[N:4]1[CH2:5][CH2:6][CH:2]([CH3:1])[C:3]1=[O:7])([CH3:30])[CH3:29], predict the reactants needed to synthesize it. (5) Given the product [CH:27]([C:26]1[C:20]([C:21]([O:23][CH2:24][CH3:25])=[O:22])=[CH:19][N:7]=[C:6]([S:9][CH3:10])[N:8]=1)([CH3:29])[CH3:28], predict the reactants needed to synthesize it. The reactants are: S(O)(O)(=O)=O.[C:6]([S:9][CH3:10])(=[NH:8])[NH2:7].[CH3:10][S:9][C:6](=[NH:8])[NH2:7].CN(/[CH:19]=[C:20](/[C:26](=O)[CH:27]([CH3:29])[CH3:28])\[C:21]([O:23][CH2:24][CH3:25])=[O:22])C.C([O-])(=O)C.[Na+].O. (6) Given the product [CH3:32][CH:31]1[CH2:33][CH:36]([CH3:35])[CH2:37][N:42]([CH2:43][C:44]2[CH:45]=[CH:46][C:47]([NH:50][C:16](=[O:18])[C:15]#[C:14][C:11]3[CH:10]=[CH:9][C:8]([C:5]4[CH:4]=[CH:3][C:2]([Cl:1])=[CH:7][CH:6]=4)=[CH:13][CH:12]=3)=[CH:48][CH:49]=2)[CH2:30]1, predict the reactants needed to synthesize it. The reactants are: [Cl:1][C:2]1[CH:7]=[CH:6][C:5]([C:8]2[CH:13]=[CH:12][C:11]([C:14]#[C:15][C:16]([OH:18])=O)=[CH:10][CH:9]=2)=[CH:4][CH:3]=1.CN1CCOCC1.ClC(O[CH2:30][CH:31]([CH3:33])[CH3:32])=O.C[CH:35]1CC(C)C[CH:37]([NH:42][CH2:43][C:44]2[CH:49]=[CH:48][C:47]([NH2:50])=[CH:46][CH:45]=2)[CH2:36]1. (7) The reactants are: C[O:2][C:3]([C@@H:5]1[CH2:9][C@H:8]([NH:10][C:11](=[O:27])[CH:12]([C:17](=[O:26])[NH:18][O:19]C(=O)C(C)(C)C)[CH2:13][CH:14]([CH3:16])[CH3:15])[CH2:7][N:6]1[C:28](=[O:53])[N:29]([CH2:48][CH2:49][CH2:50][CH2:51][CH3:52])[CH2:30][C:31]1[CH:36]=[CH:35][C:34]([C:37]2[CH:42]=[CH:41][CH:40]=[CH:39][C:38]=2[C:43]2[NH:47][N:46]=[N:45][N:44]=2)=[CH:33][CH:32]=1)=[O:4].[OH-].[Na+].Cl. Given the product [OH:19][NH:18][C:17]([CH:12]([CH2:13][CH:14]([CH3:15])[CH3:16])[C:11]([NH:10][C@@H:8]1[CH2:7][N:6]([C:28](=[O:53])[N:29]([CH2:48][CH2:49][CH2:50][CH2:51][CH3:52])[CH2:30][C:31]2[CH:32]=[CH:33][C:34]([C:37]3[CH:42]=[CH:41][CH:40]=[CH:39][C:38]=3[C:43]3[NH:47][N:46]=[N:45][N:44]=3)=[CH:35][CH:36]=2)[C@H:5]([C:3]([OH:4])=[O:2])[CH2:9]1)=[O:27])=[O:26], predict the reactants needed to synthesize it. (8) Given the product [Cl:1][C:2]1[CH:3]=[CH:4][C:5]([C:8]2[C:14]3[CH:15]=[CH:16][CH:17]=[CH:18][C:13]=3[NH:12][C:11](=[O:19])[CH2:10][CH:9]=2)=[CH:6][CH:7]=1, predict the reactants needed to synthesize it. The reactants are: [Cl:1][C:2]1[CH:7]=[CH:6][C:5]([CH:8]2[C:14]3[CH:15]=[CH:16][CH:17]=[CH:18][C:13]=3[NH:12][C:11](=[O:19])[CH2:10][CH2:9]2)=[CH:4][CH:3]=1.BrBr.